Predict the reactants needed to synthesize the given product. From a dataset of Full USPTO retrosynthesis dataset with 1.9M reactions from patents (1976-2016). Given the product [OH:5][CH2:4][CH:3]([NH:6][C:7](=[O:33])[C:8]1[CH:13]=[CH:12][C:11]([CH:14]([C:26]2[CH:31]=[CH:30][CH:29]=[CH:28][C:27]=2[CH3:32])[CH2:15]/[C:16](=[N:35]\[OH:36])/[C:18]2[CH:23]=[CH:22][C:21](=[O:24])[N:20]([CH3:25])[CH:19]=2)=[CH:10][CH:9]=1)[CH2:2][OH:1], predict the reactants needed to synthesize it. The reactants are: [OH:1][CH2:2][CH:3]([NH:6][C:7](=[O:33])[C:8]1[CH:13]=[CH:12][C:11]([CH:14]([C:26]2[CH:31]=[CH:30][CH:29]=[CH:28][C:27]=2[CH3:32])[CH2:15][C:16]([C:18]2[CH:23]=[CH:22][C:21](=[O:24])[N:20]([CH3:25])[CH:19]=2)=O)=[CH:10][CH:9]=1)[CH2:4][OH:5].Cl.[NH2:35][OH:36].C(=O)([O-])O.[Na+].